The task is: Predict which catalyst facilitates the given reaction.. This data is from Catalyst prediction with 721,799 reactions and 888 catalyst types from USPTO. (1) Reactant: CC(C[AlH]CC(C)C)C.C(=O)=O.C([O:15][C:16]([C:18]1([CH3:31])[CH2:23][CH2:22][CH2:21][N:20]([C:24]([O:26][C:27]([CH3:30])([CH3:29])[CH3:28])=[O:25])[CH2:19]1)=O)C.OS([O-])(=O)=O.[K+]. Product: [C:27]([O:26][C:24]([N:20]1[CH2:21][CH2:22][CH2:23][C:18]([CH2:16][OH:15])([CH3:31])[CH2:19]1)=[O:25])([CH3:30])([CH3:29])[CH3:28]. The catalyst class is: 1. (2) Reactant: [C:1]1([N:7]2[C:11]([SH:12])=[N:10][N:9]=[N:8]2)[CH:6]=[CH:5][CH:4]=[CH:3][CH:2]=1.[C:13]1(P([C:13]2[CH:18]=[CH:17][CH:16]=[CH:15][CH:14]=2)[C:13]2[CH:18]=[CH:17][CH:16]=[CH:15][CH:14]=2)[CH:18]=[CH:17][CH:16]=[CH:15][CH:14]=1.[CH2:32]1[CH2:36]O[CH2:34][CH2:33]1.N(C(OCC)=O)=NC(OCC)=O. Product: [C:1]1([N:7]2[C:11]([S:12][CH2:34][C@H:33]3[CH2:17][CH2:18][C@H:13]([CH2:14][CH2:15][CH3:16])[CH2:36][CH2:32]3)=[N:10][N:9]=[N:8]2)[CH:2]=[CH:3][CH:4]=[CH:5][CH:6]=1. The catalyst class is: 6.